From a dataset of Reaction yield outcomes from USPTO patents with 853,638 reactions. Predict the reaction yield, written as a fraction of the theoretical maximum amount of product (1.0 means a 100% yield; for example, 0.34 means a 34% yield). The reactants are [Cl:1][C:2]1[CH:3]=[C:4]([CH:8]=[CH:9][C:10]=1[C:11]([N:13]1[CH2:17][CH:16]=[CH:15][CH2:14]1)=[O:12])[C:5]([OH:7])=O.CN(C(ON1N=NC2C=CC=CC1=2)=[N+](C)C)C.[B-](F)(F)(F)F.CN1CCOCC1.[Cl:47][C:48]1[CH:60]=[CH:59][C:51]2[NH:52][C:53]([C@@H:55]([NH2:58])[CH2:56][OH:57])=[N:54][C:50]=2[CH:49]=1.ClCl. The catalyst is CN(C)C=O.ClCCl.CO. The product is [Cl:1][C:2]1[CH:3]=[C:4]([CH:8]=[CH:9][C:10]=1[C:11]([N:13]1[CH2:17][CH:16]=[CH:15][CH2:14]1)=[O:12])[C:5]([NH:58][C@H:55]([C:53]1[NH:52][C:51]2[CH:59]=[CH:60][C:48]([Cl:47])=[CH:49][C:50]=2[N:54]=1)[CH2:56][OH:57])=[O:7]. The yield is 0.200.